The task is: Regression/Classification. Given a drug SMILES string, predict its absorption, distribution, metabolism, or excretion properties. Task type varies by dataset: regression for continuous measurements (e.g., permeability, clearance, half-life) or binary classification for categorical outcomes (e.g., BBB penetration, CYP inhibition). For this dataset (lipophilicity_astrazeneca), we predict Y.. This data is from Experimental lipophilicity measurements (octanol/water distribution) for 4,200 compounds from AstraZeneca. (1) The compound is CCC(CC)NC(=O)c1cnn(-c2ccccc2)c1NS(=O)(=O)C1CCCC1. The Y is 0.690 logD. (2) The molecule is CN(C)CCNCc1ccc(Nc2ncc3cc(-c4ccncc4)ccc3n2)cc1. The Y is 1.40 logD.